Task: Regression. Given a peptide amino acid sequence and an MHC pseudo amino acid sequence, predict their binding affinity value. This is MHC class II binding data.. Dataset: Peptide-MHC class II binding affinity with 134,281 pairs from IEDB (1) The peptide sequence is ERTVRVLDTVEKWLA. The MHC is DRB4_0103 with pseudo-sequence DRB4_0103. The binding affinity (normalized) is 0. (2) The peptide sequence is VDCRPFNGGESKLKA. The MHC is DRB1_0301 with pseudo-sequence DRB1_0301. The binding affinity (normalized) is 0.133. (3) The peptide sequence is AVQVTFTVQKGSDPK. The MHC is DRB1_1602 with pseudo-sequence DRB1_1602. The binding affinity (normalized) is 0.389. (4) The peptide sequence is HGRQIRMARILGRDPE. The MHC is DRB1_1301 with pseudo-sequence DRB1_1301. The binding affinity (normalized) is 0.603. (5) The peptide sequence is TLWQRPVVTIKIGGQLREAL. The MHC is DRB1_0401 with pseudo-sequence DRB1_0401. The binding affinity (normalized) is 0.165.